Regression. Given a peptide amino acid sequence and an MHC pseudo amino acid sequence, predict their binding affinity value. This is MHC class II binding data. From a dataset of Peptide-MHC class II binding affinity with 134,281 pairs from IEDB. The peptide sequence is AAATARTTVYGAFAA. The MHC is HLA-DQA10501-DQB10301 with pseudo-sequence HLA-DQA10501-DQB10301. The binding affinity (normalized) is 0.593.